Dataset: Forward reaction prediction with 1.9M reactions from USPTO patents (1976-2016). Task: Predict the product of the given reaction. Given the reactants [Cl:1][C:2]1[CH:43]=[C:42]([S:44](=[O:64])(=[O:63])[N:45](CC2C=CC(OC)=CC=2OC)[C:46]2[N:51]=[CH:50][CH:49]=[CH:48][N:47]=2)[C:41]([F:65])=[CH:40][C:3]=1[O:4][C:5]1[CH:10]=[CH:9][C:8]([C:11]2[CH:16]=[CH:15][C:14]([C:17]([F:20])([F:19])[F:18])=[CH:13][CH:12]=2)=[CH:7][C:6]=1[C:21]1[CH:26]=[CH:25][N:24]=[C:23]([N:27]2[CH2:32][CH2:31][N:30](C(OC(C)(C)C)=O)[CH2:29][CH2:28]2)[CH:22]=1, predict the reaction product. The product is: [Cl:1][C:2]1[C:3]([O:4][C:5]2[CH:10]=[CH:9][C:8]([C:11]3[CH:16]=[CH:15][C:14]([C:17]([F:18])([F:19])[F:20])=[CH:13][CH:12]=3)=[CH:7][C:6]=2[C:21]2[CH:26]=[CH:25][N:24]=[C:23]([N:27]3[CH2:28][CH2:29][NH:30][CH2:31][CH2:32]3)[CH:22]=2)=[CH:40][C:41]([F:65])=[C:42]([S:44]([NH:45][C:46]2[N:51]=[CH:50][CH:49]=[CH:48][N:47]=2)(=[O:63])=[O:64])[CH:43]=1.